Predict which catalyst facilitates the given reaction. From a dataset of Catalyst prediction with 721,799 reactions and 888 catalyst types from USPTO. (1) Reactant: I[C:2]1[CH:3]=[C:4]([CH2:10][C:11]([CH3:20])([CH3:19])[C:12]([O:14][C:15]([CH3:18])([CH3:17])[CH3:16])=[O:13])[CH:5]=[CH:6][C:7]=1[O:8][CH3:9].[B:21]1([B:21]2[O:25][C:24]([CH3:27])([CH3:26])[C:23]([CH3:29])([CH3:28])[O:22]2)[O:25][C:24]([CH3:27])([CH3:26])[C:23]([CH3:29])([CH3:28])[O:22]1.C([O-])(=O)C.[K+].CS(C)=O. Product: [CH3:9][O:8][C:7]1[CH:6]=[CH:5][C:4]([CH2:10][C:11]([CH3:20])([CH3:19])[C:12]([O:14][C:15]([CH3:18])([CH3:17])[CH3:16])=[O:13])=[CH:3][C:2]=1[B:21]1[O:25][C:24]([CH3:27])([CH3:26])[C:23]([CH3:29])([CH3:28])[O:22]1. The catalyst class is: 12. (2) Reactant: [Br:1][C:2]1[CH:9]=[CH:8][C:5]([CH:6]=O)=[C:4]([CH3:10])[CH:3]=1.[CH3:11][C:12]1([CH3:20])[O:17][C:16](=[O:18])[CH2:15][C:14](=[O:19])[O:13]1. Product: [Br:1][C:2]1[CH:9]=[CH:8][C:5]([CH:6]=[C:15]2[C:16](=[O:18])[O:17][C:12]([CH3:20])([CH3:11])[O:13][C:14]2=[O:19])=[C:4]([CH3:10])[CH:3]=1. The catalyst class is: 127. (3) Reactant: Cl.[CH3:2][O:3][C:4]1[N:5]=[C:6]2[C:11](=[CH:12][CH:13]=1)[N:10]=[CH:9][CH:8]=[C:7]2[C:14]1[CH:15]=[CH:16][C:17]([CH2:20][CH2:21][NH2:22])=[N:18][CH:19]=1.[O:23]1[C:32]2[CH:31]=[C:30]([CH:33]=O)[N:29]=[CH:28][C:27]=2[O:26][CH2:25][CH2:24]1.[BH4-].[Na+]. Product: [O:23]1[C:32]2[CH:31]=[C:30]([CH2:33][NH:22][CH2:21][CH2:20][C:17]3[CH:16]=[CH:15][C:14]([C:7]4[C:6]5[C:11](=[CH:12][CH:13]=[C:4]([O:3][CH3:2])[N:5]=5)[N:10]=[CH:9][CH:8]=4)=[CH:19][N:18]=3)[N:29]=[CH:28][C:27]=2[O:26][CH2:25][CH2:24]1. The catalyst class is: 497. (4) Reactant: [OH:1][C:2]1[CH:3]=[C:4]([CH:7]=[CH:8][CH:9]=1)[C:5]#[N:6].[CH3:10][N:11]1[CH2:16][CH2:15][CH:14](O)[CH2:13][CH2:12]1.C1(P(C2C=CC=CC=2)C2C=CC=CC=2)C=CC=CC=1.N(C(OC(C)C)=O)=NC(OC(C)C)=O. Product: [CH3:10][N:11]1[CH2:16][CH2:15][CH:14]([O:1][C:2]2[CH:3]=[C:4]([CH:7]=[CH:8][CH:9]=2)[C:5]#[N:6])[CH2:13][CH2:12]1. The catalyst class is: 7.